The task is: Predict which catalyst facilitates the given reaction.. This data is from Catalyst prediction with 721,799 reactions and 888 catalyst types from USPTO. (1) Reactant: [NH2:1][S:2]([C:5]1[CH:17]=[CH:16][C:8]([C:9]([O:11][C:12]([CH3:15])([CH3:14])[CH3:13])=[O:10])=[C:7]([NH:18]C(OCC2C=CC=CC=2)=O)[CH:6]=1)(=[O:4])=[O:3]. Product: [NH2:18][C:7]1[CH:6]=[C:5]([S:2]([NH2:1])(=[O:3])=[O:4])[CH:17]=[CH:16][C:8]=1[C:9]([O:11][C:12]([CH3:15])([CH3:13])[CH3:14])=[O:10]. The catalyst class is: 457. (2) Reactant: [C:1]([C:3]1[CH:24]=[CH:23][C:6]([NH:7][CH2:8][C:9]([NH:12][C:13]([NH:15][C:16]2[CH:21]=[CH:20][C:19]([F:22])=[CH:18][CH:17]=2)=[O:14])([CH3:11])[CH3:10])=[CH:5][C:4]=1[C:25]([F:28])([F:27])[F:26])#[N:2].[CH2:29]=O. Product: [C:1]([C:3]1[CH:24]=[CH:23][C:6]([N:7]2[CH2:8][C:9]([CH3:11])([CH3:10])[N:12]([C:13]([NH:15][C:16]3[CH:21]=[CH:20][C:19]([F:22])=[CH:18][CH:17]=3)=[O:14])[CH2:29]2)=[CH:5][C:4]=1[C:25]([F:26])([F:27])[F:28])#[N:2]. The catalyst class is: 15. (3) Product: [CH3:20][S:21]([O:12][CH2:11][C@H:3]1[O:4][C:5]2=[N:6][CH:7]=[CH:8][CH:9]=[C:10]2[O:1][CH2:2]1)(=[O:23])=[O:22]. The catalyst class is: 2. Reactant: [O:1]1[C:10]2[C:5](=[N:6][CH:7]=[CH:8][CH:9]=2)[O:4][C@@H:3]([CH2:11][OH:12])[CH2:2]1.C(N(CC)CC)C.[CH3:20][S:21](Cl)(=[O:23])=[O:22]. (4) Reactant: Cl.[Cl:2][C:3]1[CH:4]=[C:5]([C:10]2([C:27]([F:30])([F:29])[F:28])[CH2:14][C:13]([C:15]3[CH:16]=[C:17]4[C:21](=[CH:22][CH:23]=3)[C:20]3([CH2:26][NH:25][CH2:24]3)[O:19][CH2:18]4)=[N:12][CH2:11]2)[CH:6]=[C:7]([Cl:9])[CH:8]=1.[CH3:31][S:32]([CH2:35][C:36](O)=[O:37])(=[O:34])=[O:33].C1C=CC2N(O)N=NC=2C=1.C(Cl)CCl. Product: [Cl:9][C:7]1[CH:6]=[C:5]([C:10]2([C:27]([F:29])([F:28])[F:30])[CH2:14][C:13]([C:15]3[CH:16]=[C:17]4[C:21](=[CH:22][CH:23]=3)[C:20]3([CH2:24][N:25]([C:36](=[O:37])[CH2:35][S:32]([CH3:31])(=[O:34])=[O:33])[CH2:26]3)[O:19][CH2:18]4)=[N:12][CH2:11]2)[CH:4]=[C:3]([Cl:2])[CH:8]=1. The catalyst class is: 3.